This data is from NCI-60 drug combinations with 297,098 pairs across 59 cell lines. The task is: Regression. Given two drug SMILES strings and cell line genomic features, predict the synergy score measuring deviation from expected non-interaction effect. (1) Drug 1: CC1=C(C=C(C=C1)NC2=NC=CC(=N2)N(C)C3=CC4=NN(C(=C4C=C3)C)C)S(=O)(=O)N.Cl. Drug 2: CC1OCC2C(O1)C(C(C(O2)OC3C4COC(=O)C4C(C5=CC6=C(C=C35)OCO6)C7=CC(=C(C(=C7)OC)O)OC)O)O. Cell line: SN12C. Synergy scores: CSS=47.4, Synergy_ZIP=5.49, Synergy_Bliss=6.77, Synergy_Loewe=2.63, Synergy_HSA=8.14. (2) Drug 1: CCC(=C(C1=CC=CC=C1)C2=CC=C(C=C2)OCCN(C)C)C3=CC=CC=C3.C(C(=O)O)C(CC(=O)O)(C(=O)O)O. Drug 2: CC1=C(C(=CC=C1)Cl)NC(=O)C2=CN=C(S2)NC3=CC(=NC(=N3)C)N4CCN(CC4)CCO. Cell line: SNB-19. Synergy scores: CSS=1.65, Synergy_ZIP=0.460, Synergy_Bliss=0.671, Synergy_Loewe=-1.37, Synergy_HSA=-1.29. (3) Drug 1: C1=CC(=CC=C1CCC2=CNC3=C2C(=O)NC(=N3)N)C(=O)NC(CCC(=O)O)C(=O)O. Drug 2: C1CN(CCN1C(=O)CCBr)C(=O)CCBr. Cell line: HOP-92. Synergy scores: CSS=16.0, Synergy_ZIP=-6.54, Synergy_Bliss=-4.21, Synergy_Loewe=-7.56, Synergy_HSA=-1.41. (4) Drug 1: CCCCCOC(=O)NC1=NC(=O)N(C=C1F)C2C(C(C(O2)C)O)O. Drug 2: C1=NC2=C(N=C(N=C2N1C3C(C(C(O3)CO)O)F)Cl)N. Cell line: NCI-H460. Synergy scores: CSS=-4.48, Synergy_ZIP=1.81, Synergy_Bliss=-0.0282, Synergy_Loewe=-3.23, Synergy_HSA=-4.09.